Dataset: Reaction yield outcomes from USPTO patents with 853,638 reactions. Task: Predict the reaction yield, written as a fraction of the theoretical maximum amount of product (1.0 means a 100% yield; for example, 0.34 means a 34% yield). (1) The reactants are FC1C=CC(CN2C(=O)N(C3SC(C(O)=O)=C(C)C=3)C=N2)=CC=1.[CH3:24][C:25]1[CH:29]=[C:28]([N:30]2[C:34](=[O:35])[N:33]([CH2:36][C:37]3[CH:42]=[CH:41][C:40]([C:43]([F:46])([F:45])[F:44])=[CH:39][CH:38]=3)[N:32]=[CH:31]2)[S:27][C:26]=1[C:47]([OH:49])=O.[NH2:50][CH2:51][C:52]1[CH:53]=[N:54][CH:55]=[CH:56][CH:57]=1. No catalyst specified. The product is [CH3:24][C:25]1[CH:29]=[C:28]([N:30]2[C:34](=[O:35])[N:33]([CH2:36][C:37]3[CH:42]=[CH:41][C:40]([C:43]([F:46])([F:45])[F:44])=[CH:39][CH:38]=3)[N:32]=[CH:31]2)[S:27][C:26]=1[C:47]([NH:50][CH2:51][C:52]1[CH:53]=[N:54][CH:55]=[CH:56][CH:57]=1)=[O:49]. The yield is 0.870. (2) The reactants are C([O:3][C:4]([C:6]1[N:7]([CH:23]2[CH2:25][CH2:24]2)[C:8]([C:12]2[CH:17]=[CH:16][C:15]([O:18][C:19]([F:22])([F:21])[F:20])=[CH:14][CH:13]=2)=[N:9][C:10]=1[CH3:11])=[O:5])C.[OH-].[Na+]. The catalyst is CCO. The product is [CH:23]1([N:7]2[C:6]([C:4]([OH:5])=[O:3])=[C:10]([CH3:11])[N:9]=[C:8]2[C:12]2[CH:17]=[CH:16][C:15]([O:18][C:19]([F:22])([F:21])[F:20])=[CH:14][CH:13]=2)[CH2:25][CH2:24]1. The yield is 0.620. (3) The reactants are [Cl:1][C:2]1[CH:3]=[CH:4][C:5]2[N:9]=[C:8]([CH2:10][CH3:11])[N:7]([C:12]3[C:13]([CH3:33])=[C:14]([CH:30]=[CH:31][CH:32]=3)[CH2:15][NH:16][C:17]3[CH:29]=[CH:28][C:20]4[C@H:21]([CH2:24][C:25]([OH:27])=[O:26])[CH2:22][O:23][C:19]=4[CH:18]=3)[C:6]=2[CH:34]=1.[OH-].[Na+:36]. The catalyst is C(#N)C. The product is [Cl:1][C:2]1[CH:3]=[CH:4][C:5]2[N:9]=[C:8]([CH2:10][CH3:11])[N:7]([C:12]3[C:13]([CH3:33])=[C:14]([CH:30]=[CH:31][CH:32]=3)[CH2:15][NH:16][C:17]3[CH:29]=[CH:28][C:20]4[C@H:21]([CH2:24][C:25]([O-:27])=[O:26])[CH2:22][O:23][C:19]=4[CH:18]=3)[C:6]=2[CH:34]=1.[Na+:36]. The yield is 0.960. (4) The reactants are [C:1]([S:4][CH2:5][CH:6]([CH2:9][CH2:10][CH2:11][CH3:12])[CH:7]=[O:8])(=[O:3])[CH3:2].O[CH:14]([CH:16]=[CH2:17])[CH3:15].C1(C)C=CC(S([O-])(=O)=O)=CC=1.[NH+]1C=CC=CC=1. No catalyst specified. The product is [C:1]([S:4][CH2:5][C:6]([CH2:15][CH2:14][CH2:16][CH3:17])([CH2:9]/[CH:10]=[CH:11]/[CH3:12])[CH:7]=[O:8])(=[O:3])[CH3:2]. The yield is 0.805. (5) The reactants are [CH2:1]([N:3]([CH2:30][CH2:31]O)[CH2:4][CH2:5][CH2:6][CH2:7][CH2:8][C@H:9]1[CH2:14][CH2:13][C@H:12]([N:15]([CH3:29])[S:16]([C:19]2[CH:24]=[CH:23][C:22]([C:25]([F:28])([F:27])[F:26])=[CH:21][CH:20]=2)(=[O:18])=[O:17])[CH2:11][CH2:10]1)[CH3:2].CCN(S(F)(F)[F:39])CC.C([O-])([O-])=O.[Na+].[Na+]. The catalyst is C(Cl)Cl. The product is [CH2:1]([N:3]([CH2:30][CH2:31][F:39])[CH2:4][CH2:5][CH2:6][CH2:7][CH2:8][C@H:9]1[CH2:14][CH2:13][C@H:12]([N:15]([CH3:29])[S:16]([C:19]2[CH:24]=[CH:23][C:22]([C:25]([F:28])([F:27])[F:26])=[CH:21][CH:20]=2)(=[O:18])=[O:17])[CH2:11][CH2:10]1)[CH3:2]. The yield is 0.250. (6) The reactants are [CH3:1][C:2]([CH2:9][C:10]1[CH:15]=[CH:14][C:13]([N+:16]([O-])=O)=[CH:12][CH:11]=1)([C:6]([NH2:8])=[O:7])[C:3]([NH2:5])=[O:4]. The catalyst is [Pd].C(OCC)(=O)C.C(O)C. The product is [NH2:16][C:13]1[CH:12]=[CH:11][C:10]([CH2:9][C:2]([CH3:1])([C:3]([NH2:5])=[O:4])[C:6]([NH2:8])=[O:7])=[CH:15][CH:14]=1. The yield is 0.460. (7) The reactants are [Cl:1][C:2]1[CH:7]=[CH:6][N:5]=[C:4]([N:8]2[CH2:20][CH2:19][N:11]3[C:12]4[CH2:13][CH2:14][CH2:15][CH2:16][C:17]=4[CH:18]=[C:10]3[C:9]2=[O:21])[C:3]=1[CH2:22][OH:23].C(N(CC)CC)C.[C:31](Cl)(=[O:33])[CH3:32]. The catalyst is ClCCl. The product is [C:31]([O:23][CH2:22][C:3]1[C:4]([N:8]2[CH2:20][CH2:19][N:11]3[C:12]4[CH2:13][CH2:14][CH2:15][CH2:16][C:17]=4[CH:18]=[C:10]3[C:9]2=[O:21])=[N:5][CH:6]=[CH:7][C:2]=1[Cl:1])(=[O:33])[CH3:32]. The yield is 0.940.